Dataset: NCI-60 drug combinations with 297,098 pairs across 59 cell lines. Task: Regression. Given two drug SMILES strings and cell line genomic features, predict the synergy score measuring deviation from expected non-interaction effect. (1) Drug 1: COC1=CC(=CC(=C1O)OC)C2C3C(COC3=O)C(C4=CC5=C(C=C24)OCO5)OC6C(C(C7C(O6)COC(O7)C8=CC=CS8)O)O. Drug 2: C(CC(=O)O)C(=O)CN.Cl. Cell line: SR. Synergy scores: CSS=48.9, Synergy_ZIP=-4.26, Synergy_Bliss=-8.74, Synergy_Loewe=-36.3, Synergy_HSA=-6.79. (2) Drug 1: CC1=C(C=C(C=C1)NC2=NC=CC(=N2)N(C)C3=CC4=NN(C(=C4C=C3)C)C)S(=O)(=O)N.Cl. Drug 2: CN(C(=O)NC(C=O)C(C(C(CO)O)O)O)N=O. Cell line: SR. Synergy scores: CSS=40.7, Synergy_ZIP=-1.07, Synergy_Bliss=-2.24, Synergy_Loewe=-0.817, Synergy_HSA=-0.522.